Dataset: Catalyst prediction with 721,799 reactions and 888 catalyst types from USPTO. Task: Predict which catalyst facilitates the given reaction. (1) Reactant: [NH2:1][C:2]1[CH:3]=[CH:4][C:5]([C:8]2[N:13]=[C:12]([OH:14])[C:11]([Cl:15])=[C:10]([CH3:16])[N:9]=2)=[N:6][CH:7]=1.C(N(CC)CC)C.[Cl:24][CH2:25][C:26](Cl)=[O:27]. Product: [Cl:24][CH2:25][C:26]([NH:1][C:2]1[CH:7]=[N:6][C:5]([C:8]2[N:13]=[C:12]([OH:14])[C:11]([Cl:15])=[C:10]([CH3:16])[N:9]=2)=[CH:4][CH:3]=1)=[O:27]. The catalyst class is: 1. (2) Reactant: [CH3:1][CH:2]([O:11][C:12]1[C:21]2[C:16](=[CH:17][CH:18]=[CH:19][CH:20]=2)[CH:15]=[CH:14][C:13]=1[C:22](O)=[O:23])[CH2:3][O:4][C:5]1[CH:10]=[CH:9][CH:8]=[CH:7][CH:6]=1.ON1C2C=CC=CC=2N=N1.Cl.C(N=C=NCCCN(C)C)C.C(N(CC)C(C)C)(C)C.Cl.[CH3:57][O:58][C:59](=[O:64])[C:60]([NH2:63])([CH3:62])[CH3:61]. Product: [CH3:57][O:58][C:59](=[O:64])[C:60]([CH3:62])([NH:63][C:22]([C:13]1[CH:14]=[CH:15][C:16]2[C:21](=[CH:20][CH:19]=[CH:18][CH:17]=2)[C:12]=1[O:11][CH:2]([CH3:1])[CH2:3][O:4][C:5]1[CH:10]=[CH:9][CH:8]=[CH:7][CH:6]=1)=[O:23])[CH3:61]. The catalyst class is: 3. (3) Reactant: [F:1][C:2]1[CH:24]=[CH:23][C:5]([O:6][C:7]2[C:20](=[O:21])[N:19]([CH3:22])[C:10]3[N:11]=[C:12](S(C)(=O)=O)[N:13]=[CH:14][C:9]=3[CH:8]=2)=[CH:4][CH:3]=1.[CH2:25]([NH2:32])[C:26]1[CH:31]=[CH:30][CH:29]=[CH:28][CH:27]=1.CO. Product: [CH2:25]([NH:32][C:12]1[N:13]=[CH:14][C:9]2[CH:8]=[C:7]([O:6][C:5]3[CH:23]=[CH:24][C:2]([F:1])=[CH:3][CH:4]=3)[C:20](=[O:21])[N:19]([CH3:22])[C:10]=2[N:11]=1)[C:26]1[CH:31]=[CH:30][CH:29]=[CH:28][CH:27]=1. The catalyst class is: 60.